Dataset: Forward reaction prediction with 1.9M reactions from USPTO patents (1976-2016). Task: Predict the product of the given reaction. (1) The product is: [CH:7]1([C:11]2[C:20]([CH:21]3[CH2:23][CH2:22]3)=[CH:19][C:14]([CH2:15][OH:16])=[C:13]([O:24][CH2:25][CH3:26])[CH:12]=2)[CH2:8][CH2:9][CH2:10]1. Given the reactants [H-].[Al+3].[Li+].[H-].[H-].[H-].[CH:7]1([C:11]2[C:20]([CH:21]3[CH2:23][CH2:22]3)=[CH:19][C:14]([C:15](OC)=[O:16])=[C:13]([O:24][CH2:25][CH3:26])[CH:12]=2)[CH2:10][CH2:9][CH2:8]1.S([O-])([O-])(=O)=O.[Na+].[Na+], predict the reaction product. (2) Given the reactants [CH2:1]([CH:3]([C:6]1[C:7]2[N:8]([C:13]([C:17]3[N:21]4[CH:22]=[CH:23][CH:24]=[C:25]([CH2:26][OH:27])[C:20]4=[N:19][C:18]=3[CH3:28])=[C:14]([CH3:16])[N:15]=2)[N:9]=[C:10]([CH3:12])[CH:11]=1)[CH2:4][CH3:5])[CH3:2].[H-].[Na+].[CH3:31]I, predict the reaction product. The product is: [CH2:1]([CH:3]([C:6]1[C:7]2[N:8]([C:13]([C:17]3[N:21]4[CH:22]=[CH:23][CH:24]=[C:25]([CH2:26][O:27][CH3:31])[C:20]4=[N:19][C:18]=3[CH3:28])=[C:14]([CH3:16])[N:15]=2)[N:9]=[C:10]([CH3:12])[CH:11]=1)[CH2:4][CH3:5])[CH3:2]. (3) The product is: [CH:1]1([NH:7][C:8]([C:10]2[C:14]([CH2:15][N:16]([CH3:18])[CH3:17])=[C:13]([C:19]3[CH:24]=[CH:23][C:22]([OH:25])=[CH:21][CH:20]=3)[N:12]([C:27]3[CH:32]=[CH:31][C:30]([Cl:33])=[CH:29][C:28]=3[Cl:34])[N:11]=2)=[O:9])[CH2:2][CH2:3][CH2:4][CH2:5][CH2:6]1. Given the reactants [CH:1]1([NH:7][C:8]([C:10]2[C:14]([CH2:15][N:16]([CH3:18])[CH3:17])=[C:13]([C:19]3[CH:24]=[CH:23][C:22]([O:25]C)=[CH:21][CH:20]=3)[N:12]([C:27]3[CH:32]=[CH:31][C:30]([Cl:33])=[CH:29][C:28]=3[Cl:34])[N:11]=2)=[O:9])[CH2:6][CH2:5][CH2:4][CH2:3][CH2:2]1.B(Br)(Br)Br.O, predict the reaction product.